From a dataset of Full USPTO retrosynthesis dataset with 1.9M reactions from patents (1976-2016). Predict the reactants needed to synthesize the given product. Given the product [F:42][C:39]1[CH:37]=[CH:17][C:18]([F:20])=[CH:19][C:14]=1[C:11]1[CH:12]=[CH:13][C:8]2[N:7]=[C:25]([C:27]3[CH:28]=[C:29]([CH:30]=[CH:31][CH:32]=3)[C:33]#[N:34])[CH2:24][C:23](=[O:35])[NH:22][C:9]=2[CH:10]=1, predict the reactants needed to synthesize it. The reactants are: C(OC(=O)[NH:7][C:8]1[CH:13]=[CH:12][C:11]([C:14]2[CH:19]=[C:18]([F:20])[CH:17]=CC=2F)=[CH:10][C:9]=1[NH:22][C:23](=[O:35])[CH2:24][C:25]([C:27]1[CH:32]=[CH:31][CH:30]=[C:29]([C:33]#[N:34])[CH:28]=1)=O)(C)(C)C.[C:37](O)([C:39]([F:42])(F)F)=O.